This data is from Full USPTO retrosynthesis dataset with 1.9M reactions from patents (1976-2016). The task is: Predict the reactants needed to synthesize the given product. (1) Given the product [CH2:1]([N:3]1[C:9](=[O:10])[C:8]([CH3:12])([CH3:11])[C:7](=[O:13])[N:6]([CH3:14])[C:5]2[CH:15]=[C:16]([C:19]([OH:27])=[O:20])[CH:17]=[CH:18][C:4]1=2)[CH3:2], predict the reactants needed to synthesize it. The reactants are: [CH2:1]([N:3]1[C:9](=[O:10])[C:8]([CH3:12])([CH3:11])[C:7](=[O:13])[N:6]([CH3:14])[C:5]2[CH:15]=[C:16]([CH:19]=[O:20])[CH:17]=[CH:18][C:4]1=2)[CH3:2].CC(=CC)C.P([O-])(O)(O)=[O:27].[Na+].Cl([O-])=O.[Na+]. (2) Given the product [CH3:31][O:3][S:2]([C:1]1[CH:10]=[C:11]([C:20]2[CH:25]=[CH:24][C:23]([N+:26]([O-:28])=[O:27])=[CH:22][C:21]=2[CH3:29])[CH:6]=[CH:7][CH:8]=1)=[O:4], predict the reactants needed to synthesize it. The reactants are: [CH3:1][S:2]([OH:4])=[O:3].Br[C:6]1[CH:7]=[CH:8]C=[CH:10][CH:11]=1.CC1(C)C(C)(C)OB([C:20]2[CH:25]=[CH:24][C:23]([N+:26]([O-:28])=[O:27])=[CH:22][C:21]=2[CH3:29])O1.[C:31](=O)([O-])[O-].[Cs+].[Cs+]. (3) Given the product [NH:19]1[CH:23]=[CH:22][N:21]=[C:20]1[C:24]1[CH:25]=[CH:26][C:27]([CH3:31])=[C:28]([NH:29][C:13]([C:12]2[CH:11]=[CH:10][C:9]([NH:8][C:6](=[O:7])[O:5][C:1]([CH3:2])([CH3:3])[CH3:4])=[CH:17][CH:16]=2)=[O:15])[CH:30]=1, predict the reactants needed to synthesize it. The reactants are: [C:1]([O:5][C:6]([NH:8][C:9]1[CH:17]=[CH:16][C:12]([C:13]([OH:15])=O)=[CH:11][CH:10]=1)=[O:7])([CH3:4])([CH3:3])[CH3:2].Cl.[NH:19]1[CH:23]=[CH:22][N:21]=[C:20]1[C:24]1[CH:25]=[CH:26][C:27]([CH3:31])=[C:28]([CH:30]=1)[NH2:29].CCN(C(C)C)C(C)C.CN(C(ON1N=NC2C=CC=NC1=2)=[N+](C)C)C.F[P-](F)(F)(F)(F)F. (4) The reactants are: [C:1]([C:3]1[CH:8]=[C:7]([S:9][CH3:10])[CH:6]=[CH:5][N:4]=1)#[N:2].[C:11](OC)(=[O:19])[C:12]1[C:13](=[CH:15][CH:16]=[CH:17][CH:18]=1)[SH:14].C(N(CC)CC)C. Given the product [CH3:10][S:9][C:7]1[CH:6]=[CH:5][N:4]=[C:3]([C:1]2[S:14][C:13]3[CH:15]=[CH:16][CH:17]=[CH:18][C:12]=3[C:11](=[O:19])[N:2]=2)[CH:8]=1, predict the reactants needed to synthesize it. (5) Given the product [CH2:1]([O:3][C:4](=[O:29])[CH2:5][CH2:6][CH2:7][O:8][C:9]1[CH:14]=[CH:13][CH:12]=[C:11]([CH2:15][CH2:16][CH2:17][CH2:18][CH2:19][CH2:20][O:41][C:33]2[CH:34]=[C:35]([S:37]([CH3:40])(=[O:39])=[O:38])[CH:36]=[C:31]([I:30])[CH:32]=2)[C:10]=1[CH2:22][CH2:23][C:24]([O:26][CH2:27][CH3:28])=[O:25])[CH3:2], predict the reactants needed to synthesize it. The reactants are: [CH2:1]([O:3][C:4](=[O:29])[CH2:5][CH2:6][CH2:7][O:8][C:9]1[CH:14]=[CH:13][CH:12]=[C:11]([CH2:15][CH2:16][CH2:17][CH2:18][CH2:19][CH2:20]Br)[C:10]=1[CH2:22][CH2:23][C:24]([O:26][CH2:27][CH3:28])=[O:25])[CH3:2].[I:30][C:31]1[CH:32]=[C:33]([OH:41])[CH:34]=[C:35]([S:37]([CH3:40])(=[O:39])=[O:38])[CH:36]=1.C(=O)([O-])[O-].[K+].[K+].CN(C)C=O. (6) Given the product [OH:39][C:37]([C:36]([F:41])([F:40])[F:35])=[O:38].[CH3:1][CH:2]([CH3:32])[CH2:3][C:4]1[CH:9]=[CH:8][C:7]([C:10]2[O:14][N:13]=[C:12]([C:15]3[CH:16]=[C:17]4[C:21](=[CH:22][CH:23]=3)[CH:20]([N:24]3[CH2:27][CH:26]([C:28]([OH:30])=[O:29])[CH2:25]3)[CH2:19][CH2:18]4)[N:11]=2)=[CH:6][CH:5]=1, predict the reactants needed to synthesize it. The reactants are: [CH3:1][CH:2]([CH3:32])[CH2:3][C:4]1[CH:9]=[CH:8][C:7]([C:10]2[O:14][N:13]=[C:12]([C:15]3[CH:16]=[C:17]4[C:21](=[CH:22][CH:23]=3)[CH:20]([N:24]3[CH2:27][CH:26]([C:28]([O:30]C)=[O:29])[CH2:25]3)[CH2:19][CH2:18]4)[N:11]=2)=[CH:6][CH:5]=1.[OH-].[Na+].[F:35][C:36]([F:41])([F:40])[C:37]([OH:39])=[O:38].